Dataset: hERG Central: cardiac toxicity at 1µM, 10µM, and general inhibition. Task: Predict hERG channel inhibition at various concentrations. (1) The molecule is Cc1ccc(S(=O)(=O)N2CCN(CC(=O)N/N=C\c3ccncc3)CC2)cc1. Results: hERG_inhib (hERG inhibition (general)): blocker. (2) The compound is O=C(CNC(=O)c1cccc(OC(F)F)c1)OCc1cc(=O)n2cc(Br)ccc2n1. Results: hERG_inhib (hERG inhibition (general)): blocker.